From a dataset of Forward reaction prediction with 1.9M reactions from USPTO patents (1976-2016). Predict the product of the given reaction. Given the reactants I[C:2]1[N:6]([C:7]2[CH:12]=[CH:11][CH:10]=[CH:9][CH:8]=2)[N:5]=[C:4]([NH2:13])[CH:3]=1.[CH2:14]([C:18]1[CH:19]=[C:20](B2OC(C)(C)C(C)(C)O2)[CH:21]=[CH:22][CH:23]=1)[CH2:15][CH2:16][CH3:17].C(=O)([O-])[O-].[Na+].[Na+].C1(P(C2CCCCC2)C2CCCCC2)CCCCC1.C(=O)([O-])O.[Na+], predict the reaction product. The product is: [CH2:14]([C:18]1[CH:23]=[C:22]([C:2]2[N:6]([C:7]3[CH:12]=[CH:11][CH:10]=[CH:9][CH:8]=3)[N:5]=[C:4]([NH2:13])[CH:3]=2)[CH:21]=[CH:20][CH:19]=1)[CH2:15][CH2:16][CH3:17].